Task: Predict the product of the given reaction.. Dataset: Forward reaction prediction with 1.9M reactions from USPTO patents (1976-2016) Given the reactants ClC1C=C(NC2[C:18]3[C:13](=[C:14]([CH2:19][CH2:20][CH3:21])[N:15]=[CH:16][CH:17]=3)[O:12][C:11]=2N)C=CC=1F.C[C:24](C)([O-:26])C.[K+].COCCl.[Cl:33][C:34]1[C:39]([O:40][CH2:41][O:42][CH3:43])=[CH:38][CH:37]=[CH:36][N:35]=1.C([Mg]Cl)CC, predict the reaction product. The product is: [Cl:33][C:34]1[C:39]([O:40][CH2:41][O:42][CH3:43])=[CH:38][CH:37]=[CH:36][N:35]=1.[CH3:24][O:26][CH2:11][O:12][C:13]1[C:14]([CH2:19][CH2:20][CH3:21])=[N:15][CH:16]=[CH:17][CH:18]=1.